From a dataset of Peptide-MHC class I binding affinity with 185,985 pairs from IEDB/IMGT. Regression. Given a peptide amino acid sequence and an MHC pseudo amino acid sequence, predict their binding affinity value. This is MHC class I binding data. (1) The peptide sequence is ICSAVPVHW. The MHC is HLA-B57:01 with pseudo-sequence HLA-B57:01. The binding affinity (normalized) is 0.500. (2) The peptide sequence is VQYRILPMI. The MHC is HLA-A26:01 with pseudo-sequence HLA-A26:01. The binding affinity (normalized) is 0. (3) The peptide sequence is NTPVSMTYL. The MHC is HLA-A02:03 with pseudo-sequence HLA-A02:03. The binding affinity (normalized) is 0.584. (4) The peptide sequence is TRELTDSGY. The MHC is Mamu-B17 with pseudo-sequence Mamu-B17. The binding affinity (normalized) is 0.0226.